From a dataset of Full USPTO retrosynthesis dataset with 1.9M reactions from patents (1976-2016). Predict the reactants needed to synthesize the given product. (1) Given the product [Cl:9][C:6]1[C:7]([OH:8])=[C:2]([NH:1][S:19]([CH2:18][C:13]2[CH:14]=[C:15]([Cl:17])[CH:16]=[C:11]([Cl:10])[CH:12]=2)(=[O:21])=[O:20])[CH:3]=[N:4][CH:5]=1, predict the reactants needed to synthesize it. The reactants are: [NH2:1][C:2]1[CH:3]=[N:4][CH:5]=[C:6]([Cl:9])[C:7]=1[OH:8].[Cl:10][C:11]1[CH:12]=[C:13]([CH2:18][S:19](Cl)(=[O:21])=[O:20])[CH:14]=[C:15]([Cl:17])[CH:16]=1.S(Cl)(Cl)(=O)=O.Cl. (2) Given the product [CH:23]1([C:19]2[CH:20]=[C:21]([CH3:22])[C:16]([N:13]3[CH2:14][CH2:15][N:10]([C:8]([C:5]4[CH:4]=[CH:3][C:2]([N:29]5[CH2:28][C:27]([CH3:33])([CH3:26])[O:31][C:30]5=[O:32])=[N:7][CH:6]=4)=[O:9])[CH2:11][CH2:12]3)=[N:17][CH:18]=2)[CH2:25][CH2:24]1, predict the reactants needed to synthesize it. The reactants are: Br[C:2]1[N:7]=[CH:6][C:5]([C:8]([N:10]2[CH2:15][CH2:14][N:13]([C:16]3[C:21]([CH3:22])=[CH:20][C:19]([CH:23]4[CH2:25][CH2:24]4)=[CH:18][N:17]=3)[CH2:12][CH2:11]2)=[O:9])=[CH:4][CH:3]=1.[CH3:26][C:27]1([CH3:33])[O:31][C:30](=[O:32])[NH:29][CH2:28]1. (3) Given the product [C:1]([C:4]1[C:5](=[O:19])[N:6]([C:12]2[CH:17]=[CH:16][CH:15]=[CH:14][C:13]=2[Cl:18])[C:7]([CH3:11])=[CH:8][C:9]=1[O:10][CH2:26][C:27]1[CH:32]=[CH:31][CH:30]=[CH:29][CH:28]=1)(=[O:3])[CH3:2], predict the reactants needed to synthesize it. The reactants are: [C:1]([C:4]1[C:5](=[O:19])[N:6]([C:12]2[CH:17]=[CH:16][CH:15]=[CH:14][C:13]=2[Cl:18])[C:7]([CH3:11])=[CH:8][C:9]=1[OH:10])(=[O:3])[CH3:2].C(=O)([O-])[O-].[K+].[K+].[CH2:26](Br)[C:27]1[CH:32]=[CH:31][CH:30]=[CH:29][CH:28]=1.